The task is: Binary Classification. Given a T-cell receptor sequence (or CDR3 region) and an epitope sequence, predict whether binding occurs between them.. This data is from TCR-epitope binding with 47,182 pairs between 192 epitopes and 23,139 TCRs. (1) The epitope is IVTDFSVIK. The TCR CDR3 sequence is CASSFLAGGYNEQFF. Result: 1 (the TCR binds to the epitope). (2) The epitope is LLWNGPMAV. The TCR CDR3 sequence is CATSPGTSGDNEQFF. Result: 1 (the TCR binds to the epitope). (3) Result: 0 (the TCR does not bind to the epitope). The epitope is FQPTNGVGY. The TCR CDR3 sequence is CASTPGSKLPDTQYF. (4) The TCR CDR3 sequence is CASSEGTSSYNEQFF. The epitope is TTLPVNVAF. Result: 0 (the TCR does not bind to the epitope).